This data is from Reaction yield outcomes from USPTO patents with 853,638 reactions. The task is: Predict the reaction yield, written as a fraction of the theoretical maximum amount of product (1.0 means a 100% yield; for example, 0.34 means a 34% yield). (1) The reactants are [CH2:1]([N:3]([CH2:14][CH2:15][OH:16])[C:4](=[O:13])[O:5][CH2:6][C:7]1[CH:12]=[CH:11][CH:10]=[CH:9][CH:8]=1)C.CNCCO. No catalyst specified. The product is [OH:16][CH2:15][CH2:14][N:3]([CH3:1])[C:4](=[O:13])[O:5][CH2:6][C:7]1[CH:8]=[CH:9][CH:10]=[CH:11][CH:12]=1. The yield is 0.930. (2) The reactants are [Br:1][C:2]1[S:3][CH:4]=[C:5]([Br:7])[N:6]=1.[Li+].CC([N-]C(C)C)C.[CH2:16]([N:23]=[C:24]=[O:25])[C:17]1[CH:22]=[CH:21][CH:20]=[CH:19][CH:18]=1.O. The catalyst is C1COCC1. The product is [CH2:16]([NH:23][C:24]([C:4]1[S:3][C:2]([Br:1])=[N:6][C:5]=1[Br:7])=[O:25])[C:17]1[CH:22]=[CH:21][CH:20]=[CH:19][CH:18]=1. The yield is 0.660. (3) The reactants are S(Cl)(Cl)=O.[C:5]([C:7]1[C:8]([Cl:18])=[C:9]([CH:13]=[C:14]([F:17])[C:15]=1[Cl:16])[C:10](O)=[O:11])#[N:6].[ClH:19].S(=O)=O. The catalyst is N1C=CC=CC=1. The product is [C:5]([C:7]1[C:8]([Cl:18])=[C:9]([CH:13]=[C:14]([F:17])[C:15]=1[Cl:16])[C:10]([Cl:19])=[O:11])#[N:6]. The yield is 0.957. (4) The reactants are CON(C)[C:4]([C:6]1[S:10][C:9]([C:11]2[CH:16]=[CH:15][CH:14]=[CH:13][CH:12]=2)=[N:8][CH:7]=1)=[O:5].[CH2:18]([Mg]Br)[CH3:19]. The catalyst is O1CCCC1. The product is [C:11]1([C:9]2[S:10][C:6]([C:4](=[O:5])[CH2:18][CH3:19])=[CH:7][N:8]=2)[CH:16]=[CH:15][CH:14]=[CH:13][CH:12]=1. The yield is 0.930. (5) The reactants are [CH:1]([C:3]1[CH:8]=[CH:7][CH:6]=[CH:5][C:4]=1B(O)O)=[CH2:2].Br[C:13]1[CH:18]=[CH:17][CH:16]=[CH:15][N:14]=1.C(=O)([O-])[O-].[K+].[K+]. The catalyst is [Pd].C1(P(C2C=CC=CC=2)C2C=CC=CC=2)C=CC=CC=1.C1(P(C2C=CC=CC=2)C2C=CC=CC=2)C=CC=CC=1.C1(P(C2C=CC=CC=2)C2C=CC=CC=2)C=CC=CC=1.C1(P(C2C=CC=CC=2)C2C=CC=CC=2)C=CC=CC=1.O1CCCC1. The product is [CH:1]([C:3]1[CH:8]=[CH:7][CH:6]=[CH:5][C:4]=1[C:13]1[CH:18]=[CH:17][CH:16]=[CH:15][N:14]=1)=[CH2:2]. The yield is 0.750. (6) The reactants are [H-].[Na+].[CH2:3]([C:7]1[CH:8]=[C:9]([NH:24][C:25]([C:27]2[C:32]([CH3:33])=[N:31][CH:30]=[CH:29][N:28]=2)=[O:26])[CH:10]=[CH:11][C:12]=1[C:13]([O:22][CH3:23])([C:18]([F:21])([F:20])[F:19])[C:14]([F:17])([F:16])[F:15])[CH:4]([CH3:6])[CH3:5].[C:34](Cl)(=[O:36])[CH3:35].Cl. The catalyst is C1COCC1. The product is [C:34]([N:24]([C:9]1[CH:10]=[CH:11][C:12]([C:13]([O:22][CH3:23])([C:18]([F:20])([F:21])[F:19])[C:14]([F:17])([F:16])[F:15])=[C:7]([CH2:3][CH:4]([CH3:6])[CH3:5])[CH:8]=1)[C:25]([C:27]1[C:32]([CH3:33])=[N:31][CH:30]=[CH:29][N:28]=1)=[O:26])(=[O:36])[CH3:35]. The yield is 0.300. (7) The reactants are [O:1]1[C:5]2[CH:6]=[CH:7][C:8]([C:10]3([C:13]([OH:15])=O)[CH2:12][CH2:11]3)=[CH:9][C:4]=2[O:3][CH2:2]1.S(Cl)(Cl)=O.CN(C)C=O.[Br:25][C:26]1[CH:27]=[CH:28][C:29]([NH2:32])=[N:30][CH:31]=1. The catalyst is N1C=CC=CC=1. The product is [O:1]1[C:5]2[CH:6]=[CH:7][C:8]([C:10]3([C:13]([NH:32][C:29]4[CH:28]=[CH:27][C:26]([Br:25])=[CH:31][N:30]=4)=[O:15])[CH2:11][CH2:12]3)=[CH:9][C:4]=2[O:3][CH2:2]1. The yield is 0.830. (8) The reactants are [NH2:1][C:2]1[CH:3]=[C:4]([CH:31]=[CH:32][CH:33]=1)[O:5][C:6]1[C:7]2[C:21]([F:22])=[CH:20][N:19]([CH2:23][O:24][CH2:25][CH2:26][Si:27]([CH3:30])([CH3:29])[CH3:28])[C:8]=2[N:9]=[C:10]([NH:12][C:13]2[CH:17]=[CH:16][N:15]([CH3:18])[N:14]=2)[N:11]=1.[C:34](Cl)(=[O:37])[CH:35]=[CH2:36]. The catalyst is C(Cl)Cl. The product is [F:22][C:21]1[C:7]2[C:6]([O:5][C:4]3[CH:3]=[C:2]([NH:1][C:34](=[O:37])[CH:35]=[CH2:36])[CH:33]=[CH:32][CH:31]=3)=[N:11][C:10]([NH:12][C:13]3[CH:17]=[CH:16][N:15]([CH3:18])[N:14]=3)=[N:9][C:8]=2[N:19]([CH2:23][O:24][CH2:25][CH2:26][Si:27]([CH3:28])([CH3:29])[CH3:30])[CH:20]=1. The yield is 0.560.